This data is from CYP2C9 inhibition data for predicting drug metabolism from PubChem BioAssay. The task is: Regression/Classification. Given a drug SMILES string, predict its absorption, distribution, metabolism, or excretion properties. Task type varies by dataset: regression for continuous measurements (e.g., permeability, clearance, half-life) or binary classification for categorical outcomes (e.g., BBB penetration, CYP inhibition). Dataset: cyp2c9_veith. (1) The molecule is CC(=O)N1CCC[C@@]2(CCN(Cc3ccc(C#N)cc3)C2)C1. The result is 0 (non-inhibitor). (2) The molecule is COc1ccc(C(=O)N2CC3(CC(c4cccc([N+](=O)[O-])c4)=NO3)C[C@H]2C(=O)NCC(N)=O)cc1. The result is 0 (non-inhibitor). (3) The drug is COc1ccc(Br)cc1C(=O)Nc1ccc(Cc2ccncc2)cc1. The result is 1 (inhibitor). (4) The drug is CN(C)C(=O)c1ccc(-c2nc(NCc3ccccc3)c3ccccc3n2)cc1. The result is 0 (non-inhibitor). (5) The molecule is COc1ccc(N2C(=O)CC(S/C(N)=N/N=C(\C)c3cccs3)C2=O)cc1. The result is 1 (inhibitor).